The task is: Predict which catalyst facilitates the given reaction.. This data is from Catalyst prediction with 721,799 reactions and 888 catalyst types from USPTO. (1) Reactant: [NH2:1][C:2]1[CH:7]=[CH:6][CH:5]=[CH:4][CH:3]=1.[C:8]([OH:13])(=[O:12])/[CH:9]=[CH:10]/[CH3:11]. Product: [C:2]1([NH:1][CH:10]([CH3:11])[CH2:9][C:8]([OH:13])=[O:12])[CH:7]=[CH:6][CH:5]=[CH:4][CH:3]=1. The catalyst class is: 11. (2) Reactant: [F:1][C:2]1[CH:3]=[C:4]([OH:11])[CH:5]=[CH:6][C:7]=1[N+:8]([O-])=O. Product: [NH2:8][C:7]1[CH:6]=[CH:5][C:4]([OH:11])=[CH:3][C:2]=1[F:1]. The catalyst class is: 25. (3) Reactant: [F:1][C:2]1[CH:3]=[C:4]([CH:6]=[CH:7][C:8]=1[B:9]1[O:13][C:12]([CH3:15])([CH3:14])[C:11]([CH3:17])([CH3:16])[O:10]1)[NH2:5].C([O-])(O)=O.[Na+].Cl[C:24]([O:26][C:27]1[CH:32]=[CH:31][CH:30]=[CH:29][CH:28]=1)=[O:25]. Product: [F:1][C:2]1[CH:3]=[C:4]([NH:5][C:24](=[O:25])[O:26][C:27]2[CH:32]=[CH:31][CH:30]=[CH:29][CH:28]=2)[CH:6]=[CH:7][C:8]=1[B:9]1[O:13][C:12]([CH3:15])([CH3:14])[C:11]([CH3:17])([CH3:16])[O:10]1. The catalyst class is: 1. (4) Reactant: Cl.[CH2:2]1[O:13][C:12]2[CH:11]=[CH:10][C:6]([CH2:7][CH2:8][NH2:9])=[CH:5][C:4]=2[O:3]1.[Cl:14][CH2:15][C:16](Cl)=[O:17]. Product: [O:13]1[C:12]2[CH:11]=[CH:10][C:6]([CH2:7][CH2:8][NH:9][C:16](=[O:17])[CH2:15][Cl:14])=[CH:5][C:4]=2[O:3][CH2:2]1. The catalyst class is: 26. (5) Product: [F:9][C:10]1[CH:15]=[CH:14][CH:13]=[CH:12][C:11]=1[C:16]1[C:28]2[C:27]3[C:22](=[CH:23][C:24]([O:29][CH3:1])=[CH:25][CH:26]=3)[NH:21][C:20]=2[C:19]([C:30]([NH2:32])=[O:31])=[CH:18][CH:17]=1. Reactant: [C:1](=O)([O-])[O-].[K+].[K+].IC.[F:9][C:10]1[CH:15]=[CH:14][CH:13]=[CH:12][C:11]=1[C:16]1[C:28]2[C:27]3[C:22](=[CH:23][C:24]([OH:29])=[CH:25][CH:26]=3)[NH:21][C:20]=2[C:19]([C:30]([NH2:32])=[O:31])=[CH:18][CH:17]=1. The catalyst class is: 197.